Dataset: Reaction yield outcomes from USPTO patents with 853,638 reactions. Task: Predict the reaction yield, written as a fraction of the theoretical maximum amount of product (1.0 means a 100% yield; for example, 0.34 means a 34% yield). The reactants are [Br:1][C:2]1[CH:7]=[CH:6][C:5]([S:8](Cl)(=[O:10])=[O:9])=[C:4]([F:12])[CH:3]=1.[NH2:13][C:14]1[C:15]([CH3:21])=[N:16][N:17]([CH3:20])[C:18]=1[CH3:19]. The catalyst is N1C=CC=CC=1. The product is [Br:1][C:2]1[CH:7]=[CH:6][C:5]([S:8]([NH:13][C:14]2[C:15]([CH3:21])=[N:16][N:17]([CH3:20])[C:18]=2[CH3:19])(=[O:10])=[O:9])=[C:4]([F:12])[CH:3]=1. The yield is 0.600.